Dataset: Full USPTO retrosynthesis dataset with 1.9M reactions from patents (1976-2016). Task: Predict the reactants needed to synthesize the given product. Given the product [CH2:1]([C:3]1[CH:8]=[C:7]([CH2:9][C:10]([O:12][CH3:13])=[O:11])[CH:6]=[CH:5][C:4]=1[C:14]1[CH:15]=[CH:16][C:17]([O:20][CH2:26][C:27]2[CH:32]=[CH:31][C:30]([C:33]([F:35])([F:36])[F:34])=[C:29]([OH:37])[C:28]=2[CH:41]=[O:42])=[CH:18][CH:19]=1)[CH3:2], predict the reactants needed to synthesize it. The reactants are: [CH2:1]([C:3]1[CH:8]=[C:7]([CH2:9][C:10]([O:12][CH3:13])=[O:11])[CH:6]=[CH:5][C:4]=1[C:14]1[CH:19]=[CH:18][C:17]([OH:20])=[CH:16][CH:15]=1)[CH3:2].CS(O[CH2:26][C:27]1[CH:32]=[CH:31][C:30]([C:33]([F:36])([F:35])[F:34])=[C:29]([O:37]COC)[C:28]=1[CH:41](OC)[O:42]C)(=O)=O.